Dataset: Forward reaction prediction with 1.9M reactions from USPTO patents (1976-2016). Task: Predict the product of the given reaction. (1) Given the reactants [C:1]([O:5][CH:6]([C:12]1[C:16]([C:17]2[CH:18]=[CH:19][C:20]3[O:25][CH2:24][CH2:23][CH2:22][C:21]=3[CH:26]=2)=[C:15](Cl)[S:14][C:13]=1[CH3:28])[C:7]([O:9][CH2:10][CH3:11])=[O:8])([CH3:4])([CH3:3])[CH3:2].[S:29]1[CH:33]=[CH:32][CH:31]=[C:30]1B(O)O.C(OC(C1(C)CC(C2C=CC3OCCCC=3C=2)=C(C2C=CSC=2)S1)C(OCC)=O)(C)(C)C, predict the reaction product. The product is: [C:1]([O:5][CH:6]([C:12]1[C:16]([C:17]2[CH:18]=[CH:19][C:20]3[O:25][CH2:24][CH2:23][CH2:22][C:21]=3[CH:26]=2)=[C:15]([C:30]2[S:29][CH:33]=[CH:32][CH:31]=2)[S:14][C:13]=1[CH3:28])[C:7]([O:9][CH2:10][CH3:11])=[O:8])([CH3:4])([CH3:3])[CH3:2]. (2) Given the reactants [H-].[Na+].[NH:3]1[C:11]2[C:6](=[CH:7][C:8]([O:12][C:13]3[N:18]=[CH:17][N:16]=[C:15]([CH2:19][N:20]([CH3:28])[C:21](=[O:27])[O:22][C:23]([CH3:26])([CH3:25])[CH3:24])[CH:14]=3)=[CH:9][CH:10]=2)[CH:5]=[CH:4]1.[CH3:29][N:30]1[C:34]([C:35]([F:38])([F:37])[F:36])=[CH:33][C:32]([NH:39][C:40](=O)[O:41]C2C=CC=CC=2)=[N:31]1.[Cl-].[NH4+], predict the reaction product. The product is: [CH3:28][N:20]([CH2:19][C:15]1[CH:14]=[C:13]([O:12][C:8]2[CH:7]=[C:6]3[C:11](=[CH:10][CH:9]=2)[N:3]([C:40](=[O:41])[NH:39][C:32]2[CH:33]=[C:34]([C:35]([F:38])([F:36])[F:37])[N:30]([CH3:29])[N:31]=2)[CH:4]=[CH:5]3)[N:18]=[CH:17][N:16]=1)[C:21](=[O:27])[O:22][C:23]([CH3:24])([CH3:25])[CH3:26].